Dataset: Forward reaction prediction with 1.9M reactions from USPTO patents (1976-2016). Task: Predict the product of the given reaction. (1) Given the reactants O.C(OC([N:9]1[CH2:14][CH2:13][CH:12]([O:15][C:16]2[C:17](Br)=[C:18]3[C:23](=[CH:24][CH:25]=2)[CH:22]=[N:21][CH:20]=[CH:19]3)[CH2:11][CH2:10]1)=O)(C)(C)C.C([O-])([O-])=O.[Cs+].[Cs+].[CH2:33]([B-](F)(F)F)[C:34]1[CH:39]=[CH:38][CH:37]=[CH:36][CH:35]=1.[K+], predict the reaction product. The product is: [CH2:33]([C:17]1[C:16]([O:15][CH:12]2[CH2:11][CH2:10][NH:9][CH2:14][CH2:13]2)=[CH:25][CH:24]=[C:23]2[C:18]=1[CH:19]=[CH:20][N:21]=[CH:22]2)[C:34]1[CH:39]=[CH:38][CH:37]=[CH:36][CH:35]=1. (2) The product is: [Cl:1][C:2]1[CH:3]=[C:4]2[NH:10][C:9]([C:21]3[CH:26]=[CH:25][N:24]=[C:23]([NH:27][CH3:28])[CH:22]=3)=[C:8]([C:32]3[CH:37]=[CH:36][C:35]([F:38])=[CH:34][N:33]=3)[C:5]2=[N:6][CH:7]=1. Given the reactants [Cl:1][C:2]1[CH:3]=[C:4]2[N:10](S(C3C=CC(C)=CC=3)(=O)=O)[C:9]([C:21]3[CH:26]=[CH:25][N:24]=[C:23]([N:27](C)[C:28](=O)C)[CH:22]=3)=[C:8]([C:32]3[CH:37]=[CH:36][C:35]([F:38])=[CH:34][N:33]=3)[C:5]2=[N:6][CH:7]=1.[Li+].[OH-].CC#N, predict the reaction product. (3) Given the reactants Cl.NO.CC1[N:6]([C:11]2[N:16]=[CH:15][C:14]([C:17]3[CH:22]=[CH:21][C:20]([C:23]([C:28]4[N:33]=[CH:32][C:31]([C:34]5[N:39]=[N:38][C:37]([C:40]([OH:43])([CH3:42])[CH3:41])=[CH:36][CH:35]=5)=[CH:30][CH:29]=4)([CH3:27])[CH:24]([CH3:26])[CH3:25])=[CH:19][CH:18]=3)=[CH:13][N:12]=2)C(C)=CC=1.C(N(CC)CC)C.C(=O)(O)[O-].[Na+], predict the reaction product. The product is: [NH2:6][C:11]1[N:12]=[CH:13][C:14]([C:17]2[CH:18]=[CH:19][C:20]([C:23]([C:28]3[N:33]=[CH:32][C:31]([C:34]4[N:39]=[N:38][C:37]([C:40]([OH:43])([CH3:41])[CH3:42])=[CH:36][CH:35]=4)=[CH:30][CH:29]=3)([CH3:27])[CH:24]([CH3:25])[CH3:26])=[CH:21][CH:22]=2)=[CH:15][N:16]=1. (4) Given the reactants [NH:1]1[C:9]2[C:4](=[N:5][CH:6]=[CH:7][CH:8]=2)[C:3]([C:10]([O:12][CH3:13])=[O:11])=[N:2]1, predict the reaction product. The product is: [NH:1]1[C:9]2[CH2:8][CH2:7][CH2:6][NH:5][C:4]=2[C:3]([C:10]([O:12][CH3:13])=[O:11])=[N:2]1. (5) Given the reactants [CH3:1][S:2]([C:5]1[CH:10]=[CH:9][C:8](F)=[CH:7][C:6]=1[F:12])(=[O:4])=[O:3].[CH3:13][O:14][C:15]([C:17]1[CH:27]=[C:26]([OH:28])[C:20]2[CH2:21][C:22]([CH3:25])([CH3:24])[O:23][C:19]=2[CH:18]=1)=[O:16].C([O-])([O-])=O.[Cs+].[Cs+], predict the reaction product. The product is: [CH3:13][O:14][C:15]([C:17]1[CH:27]=[C:26]([O:28][C:8]2[CH:9]=[CH:10][C:5]([S:2]([CH3:1])(=[O:4])=[O:3])=[C:6]([F:12])[CH:7]=2)[C:20]2[CH2:21][C:22]([CH3:25])([CH3:24])[O:23][C:19]=2[CH:18]=1)=[O:16].